This data is from Forward reaction prediction with 1.9M reactions from USPTO patents (1976-2016). The task is: Predict the product of the given reaction. Given the reactants Cl[C:2]1[C:7]([O:8][C:9]2[CH:14]=[CH:13][CH:12]=[CH:11][C:10]=2[O:15][CH3:16])=[C:6]([Cl:17])[N:5]=[CH:4][N:3]=1.[K+].[C:19]([C:23]1[CH:28]=[CH:27][C:26]([S:29]([NH-:32])(=[O:31])=[O:30])=[CH:25][CH:24]=1)([CH3:22])([CH3:21])[CH3:20].O, predict the reaction product. The product is: [C:19]([C:23]1[CH:28]=[CH:27][C:26]([S:29]([NH:32][C:2]2[C:7]([O:8][C:9]3[CH:14]=[CH:13][CH:12]=[CH:11][C:10]=3[O:15][CH3:16])=[C:6]([Cl:17])[N:5]=[CH:4][N:3]=2)(=[O:30])=[O:31])=[CH:25][CH:24]=1)([CH3:22])([CH3:20])[CH3:21].